This data is from Full USPTO retrosynthesis dataset with 1.9M reactions from patents (1976-2016). The task is: Predict the reactants needed to synthesize the given product. (1) Given the product [Cl:7][C:8]1[CH:9]=[C:10]([CH2:16][CH2:17][C:18]2([CH:26]3[CH2:30][CH2:29][CH2:28][CH2:27]3)[O:23][C:22](=[O:24])[CH:21]([CH2:32][C:33]3[N:34]=[C:35]4[N:40]=[CH:39][CH:38]=[CH:37][N:36]4[CH:41]=3)[C:20](=[O:25])[CH2:19]2)[CH:11]=[CH:12][C:13]=1[O:14][CH3:15], predict the reactants needed to synthesize it. The reactants are: C(=O)([O-])[O-].[K+].[K+].[Cl:7][C:8]1[CH:9]=[C:10]([CH2:16][CH2:17][C:18]2([CH:26]3[CH2:30][CH2:29][CH2:28][CH2:27]3)[O:23][C:22](=[O:24])[CH2:21][C:20](=[O:25])[CH2:19]2)[CH:11]=[CH:12][C:13]=1[O:14][CH3:15].Cl[CH2:32][C:33]1[N:34]=[C:35]2[N:40]=[CH:39][CH:38]=[CH:37][N:36]2[CH:41]=1.[I-].[Na+]. (2) Given the product [CH2:28]([N:3]1[C:4](=[O:27])[C:5]2[NH:6][C:7]([C:11]3[CH:12]=[N:13][N:14]([CH2:16][C:17]4[CH:22]=[CH:21][CH:20]=[C:19]([C:23]([F:26])([F:25])[F:24])[CH:18]=4)[CH:15]=3)=[N:8][C:9]=2[N:10]=[C:2]1[C:49]1[CH:50]=[CH:51][C:33]([C:32]([F:43])([F:42])[F:31])=[CH:34][CH:53]=1)[CH2:29][CH3:30], predict the reactants needed to synthesize it. The reactants are: Cl[C:2]1[N:3]([CH2:28][CH2:29][CH3:30])[C:4](=[O:27])[C:5]2[NH:6][C:7]([C:11]3[CH:12]=[N:13][N:14]([CH2:16][C:17]4[CH:22]=[CH:21][CH:20]=[C:19]([C:23]([F:26])([F:25])[F:24])[CH:18]=4)[CH:15]=3)=[N:8][C:9]=2[N:10]=1.[F:31][C:32]([F:43])([F:42])[C:33]1C=CC(B(O)O)=C[CH:34]=1.C([O-])(O)=O.[Na+].[CH2:49]1[CH2:53]O[CH2:51][CH2:50]1. (3) Given the product [CH3:20][O:19][C:16]1[N:15]=[CH:14][C:13]([C:12]2[N:6]3[C:7]([CH:8]=[N:9][C:4]([NH:21][C:22]4[CH:31]=[CH:30][C:25]5[NH:26][C:27](=[O:29])[NH:28][C:24]=5[CH:23]=4)=[N:5]3)=[CH:10][CH:11]=2)=[CH:18][CH:17]=1, predict the reactants needed to synthesize it. The reactants are: CS([C:4]1[N:9]=[CH:8][C:7]2=[CH:10][CH:11]=[C:12]([C:13]3[CH:14]=[N:15][C:16]([O:19][CH3:20])=[CH:17][CH:18]=3)[N:6]2[N:5]=1)=O.[NH2:21][C:22]1[CH:31]=[CH:30][C:25]2[NH:26][C:27](=[O:29])[NH:28][C:24]=2[CH:23]=1. (4) Given the product [C:1]([O:5][C:6]([N:8]1[CH2:13][CH2:12][C:11]([CH2:14][N:54]2[C:50](=[O:60])[C:51]3[C:52](=[CH:56][CH:57]=[CH:58][CH:59]=3)[C:53]2=[O:55])([F:16])[CH2:10][CH2:9]1)=[O:7])([CH3:4])([CH3:3])[CH3:2], predict the reactants needed to synthesize it. The reactants are: [C:1]([O:5][C:6]([N:8]1[CH2:13][CH2:12][C:11]([F:16])([CH2:14]O)[CH2:10][CH2:9]1)=[O:7])([CH3:4])([CH3:3])[CH3:2].C1(P(C2C=CC=CC=2)C2C=CC=CC=2)C=CC=CC=1.N(C(OC(C)C)=O)=NC(OC(C)C)=O.[C:50]1(=[O:60])[NH:54][C:53](=[O:55])[C:52]2=[CH:56][CH:57]=[CH:58][CH:59]=[C:51]12.